This data is from Forward reaction prediction with 1.9M reactions from USPTO patents (1976-2016). The task is: Predict the product of the given reaction. (1) Given the reactants C([Si](C)(C)[O:6][CH2:7][CH2:8][N:9]1[CH:14]=[CH:13][C:12]([NH:15][C:16]([CH:18]2[CH:22]([C:23]3[CH:28]=[CH:27][CH:26]=[C:25]([Cl:29])[C:24]=3[F:30])[C:21]([C:33]3[CH:38]=[CH:37][C:36]([Cl:39])=[CH:35][C:34]=3[F:40])([C:31]#[N:32])[CH:20]([CH2:41][C:42]([CH3:45])([CH3:44])[CH3:43])[NH:19]2)=[O:17])=[CH:11][C:10]1=[O:46])(C)(C)C.Cl, predict the reaction product. The product is: [OH:6][CH2:7][CH2:8][N:9]1[CH:14]=[CH:13][C:12]([NH:15][C:16]([CH:18]2[CH:22]([C:23]3[CH:28]=[CH:27][CH:26]=[C:25]([Cl:29])[C:24]=3[F:30])[C:21]([C:33]3[CH:38]=[CH:37][C:36]([Cl:39])=[CH:35][C:34]=3[F:40])([C:31]#[N:32])[CH:20]([CH2:41][C:42]([CH3:44])([CH3:43])[CH3:45])[NH:19]2)=[O:17])=[CH:11][C:10]1=[O:46]. (2) Given the reactants CC1(C)C(C)(C)OB([C:9]2[CH:10]=[CH:11][C:12]3[O:17][CH2:16][C:15](=[O:18])[NH:14][C:13]=3[CH:19]=2)O1.[CH2:21]([O:28][CH2:29][C:30]1([CH2:33][N:34]2[C:38]([C:39]3[CH:44]=[CH:43][C:42]([F:45])=[CH:41][CH:40]=3)=[C:37](Br)[C:36]([CH3:47])=[N:35]2)[CH2:32][CH2:31]1)[C:22]1[CH:27]=[CH:26][CH:25]=[CH:24][CH:23]=1.C(=O)([O-])[O-].[Cs+].[Cs+], predict the reaction product. The product is: [CH2:21]([O:28][CH2:29][C:30]1([CH2:33][N:34]2[C:38]([C:39]3[CH:44]=[CH:43][C:42]([F:45])=[CH:41][CH:40]=3)=[C:37]([C:9]3[CH:10]=[CH:11][C:12]4[O:17][CH2:16][C:15](=[O:18])[NH:14][C:13]=4[CH:19]=3)[C:36]([CH3:47])=[N:35]2)[CH2:32][CH2:31]1)[C:22]1[CH:27]=[CH:26][CH:25]=[CH:24][CH:23]=1. (3) Given the reactants [Cl:1][C:2]1[CH:38]=[C:37]([Cl:39])[CH:36]=[CH:35][C:3]=1[C:4]([NH:6][C:7]([CH3:34])([C:9]1([C:28]2[CH:33]=[CH:32][CH:31]=[CH:30][N:29]=2)[CH2:14][CH2:13][N:12]([S:15]([NH:18][CH2:19][CH2:20]C(OC(C)(C)C)=O)(=[O:17])=[O:16])[CH2:11][CH2:10]1)[CH3:8])=[O:5].C(O)(C(F)(F)F)=O, predict the reaction product. The product is: [Cl:1][C:2]1[CH:38]=[C:37]([Cl:39])[CH:36]=[CH:35][C:3]=1[C:4]([NH:6][C:7]([CH3:34])([C:9]1([C:28]2[CH:33]=[CH:32][CH:31]=[CH:30][N:29]=2)[CH2:10][CH2:11][N:12]([S:15]([NH:18][CH2:19][CH3:20])(=[O:17])=[O:16])[CH2:13][CH2:14]1)[CH3:8])=[O:5]. (4) Given the reactants CC1(C)[O:6][C:5](=[O:7])[CH:4]([CH:8]([CH2:12][CH2:13][CH2:14][CH3:15])[C:9]([OH:11])=O)[O:3]1.[NH:17]1[CH2:21][CH2:20][CH2:19][CH:18]1[C:22]1[CH:23]=[N:24][CH:25]=[CH:26][CH:27]=1, predict the reaction product. The product is: [OH:3][C@@H:4]([C@H:8]([C:9]([N:17]1[CH2:21][CH2:20][CH2:19][CH:18]1[C:22]1[CH:23]=[N:24][CH:25]=[CH:26][CH:27]=1)=[O:11])[CH2:12][CH2:13][CH2:14][CH3:15])[C:5]([OH:6])=[O:7]. (5) Given the reactants [Br:1][C:2]1[CH:3]=[C:4]2[C:9](=[CH:10][CH:11]=1)[N:8]([CH2:12][C:13]1[CH:18]=[CH:17][C:16]([O:19][CH3:20])=[CH:15][CH:14]=1)[C:7](=[O:21])[NH:6][C:5]2([CH2:26][N+:27]([O-:29])=[O:28])[C:22]([F:25])([F:24])[F:23].[H-].[Na+].CI.[C:34](OCC)(=O)C, predict the reaction product. The product is: [Br:1][C:2]1[CH:3]=[C:4]2[C:9](=[CH:10][CH:11]=1)[N:8]([CH2:12][C:13]1[CH:14]=[CH:15][C:16]([O:19][CH3:20])=[CH:17][CH:18]=1)[C:7](=[O:21])[N:6]([CH3:34])[C:5]2([CH2:26][N+:27]([O-:29])=[O:28])[C:22]([F:23])([F:25])[F:24]. (6) Given the reactants [NH2:1][C:2]1[S:3][C:4]([C:14]([O:16][CH2:17][CH3:18])=[O:15])=[C:5]([C:7]([F:13])([F:12])[C:8]([F:11])([F:10])[F:9])[N:6]=1.[C:19]1([CH3:28])[CH:24]=[CH:23][C:22]([C:25](Cl)=[O:26])=[CH:21][CH:20]=1.Cl, predict the reaction product. The product is: [CH2:17]([O:16][C:14]([C:4]1[S:3][C:2]([NH:1][C:25](=[O:26])[C:22]2[CH:23]=[CH:24][C:19]([CH3:28])=[CH:20][CH:21]=2)=[N:6][C:5]=1[C:7]([F:13])([F:12])[C:8]([F:9])([F:10])[F:11])=[O:15])[CH3:18].